This data is from Catalyst prediction with 721,799 reactions and 888 catalyst types from USPTO. The task is: Predict which catalyst facilitates the given reaction. (1) Reactant: [Cl:1][C:2]1[CH:10]=[CH:9][C:5]([C:6]([NH2:8])=[O:7])=[C:4]([O:11]C)[CH:3]=1.B(Br)(Br)Br. Product: [Cl:1][C:2]1[CH:10]=[CH:9][C:5]([C:6]([NH2:8])=[O:7])=[C:4]([OH:11])[CH:3]=1. The catalyst class is: 4. (2) Reactant: [CH2:1]([N:3]1[CH:12]=[C:11]([C:13]2[CH:14]=[N:15][C:16](F)=[C:17]([CH3:19])[CH:18]=2)[C:10]2[C:5](=[CH:6][C:7]([O:23][CH3:24])=[C:8]([O:21][CH3:22])[CH:9]=2)[C:4]1=[O:25])[CH3:2].[NH:26]1[CH2:31][CH2:30][CH:29]([C:32]([OH:35])([CH3:34])[CH3:33])[CH2:28][CH2:27]1. Product: [CH2:1]([N:3]1[CH:12]=[C:11]([C:13]2[CH:14]=[N:15][C:16]([N:26]3[CH2:31][CH2:30][CH:29]([C:32]([OH:35])([CH3:34])[CH3:33])[CH2:28][CH2:27]3)=[C:17]([CH3:19])[CH:18]=2)[C:10]2[C:5](=[CH:6][C:7]([O:23][CH3:24])=[C:8]([O:21][CH3:22])[CH:9]=2)[C:4]1=[O:25])[CH3:2]. The catalyst class is: 58.